From a dataset of Reaction yield outcomes from USPTO patents with 853,638 reactions. Predict the reaction yield, written as a fraction of the theoretical maximum amount of product (1.0 means a 100% yield; for example, 0.34 means a 34% yield). (1) The reactants are [OH-].[Na+].[F:3][C:4]([F:33])([F:32])[C:5]1[CH:6]=[C:7]([CH:29]=[CH:30][CH:31]=1)[CH2:8][C:9]1[NH:10][C:11]2[C:16]([CH:17]=1)=[CH:15][CH:14]=[CH:13][C:12]=2[C:18]1[CH:19]=[C:20]([CH:26]=[CH:27][CH:28]=1)[C:21]([O:23]CC)=O.Cl.CCN=C=[N:39][CH2:40][CH2:41][CH2:42][N:43](C)C.C1C=CC2N(O)N=NC=2C=1.NCCC#N. The catalyst is O.CN(C=O)C.C1COCC1.C(O)C. The product is [C:40]([CH2:41][CH2:42][NH:43][C:21](=[O:23])[C:20]1[CH:26]=[CH:27][CH:28]=[C:18]([C:12]2[CH:13]=[CH:14][CH:15]=[C:16]3[C:11]=2[NH:10][C:9]([CH2:8][C:7]2[CH:29]=[CH:30][CH:31]=[C:5]([C:4]([F:3])([F:32])[F:33])[CH:6]=2)=[CH:17]3)[CH:19]=1)#[N:39]. The yield is 0.190. (2) The reactants are [CH2:1]([C@H:8]([NH:39][C:40](=[O:66])[C@H:41]([CH2:43][C:44]([NH:46][C:47]([C:60]1[CH:65]=[CH:64][CH:63]=[CH:62][CH:61]=1)([C:54]1[CH:59]=[CH:58][CH:57]=[CH:56][CH:55]=1)[C:48]1[CH:53]=[CH:52][CH:51]=[CH:50][CH:49]=1)=[O:45])[NH2:42])[C@@H:9]([OH:38])[CH2:10][C@@H:11]([NH:25][C:26](=[O:37])[C@H:27]([C:33]([CH3:36])([CH3:35])[CH3:34])[NH:28][C:29]([O:31][CH3:32])=[O:30])[CH2:12][C:13]1[CH:18]=[CH:17][C:16]([C:19]2[CH:24]=[CH:23][CH:22]=[CH:21][N:20]=2)=[CH:15][CH:14]=1)[C:2]1[CH:7]=[CH:6][CH:5]=[CH:4][CH:3]=1.Cl[C:68]([O:70][CH3:71])=[O:69].C(N(CC)CC)C. The catalyst is O1CCOCC1. The product is [CH2:1]([C@H:8]([NH:39][C:40](=[O:66])[C@H:41]([CH2:43][C:44]([NH:46][C:47]([C:48]1[CH:49]=[CH:50][CH:51]=[CH:52][CH:53]=1)([C:60]1[CH:61]=[CH:62][CH:63]=[CH:64][CH:65]=1)[C:54]1[CH:59]=[CH:58][CH:57]=[CH:56][CH:55]=1)=[O:45])[NH:42][C:68]([O:70][CH3:71])=[O:69])[C@@H:9]([OH:38])[CH2:10][C@@H:11]([NH:25][C:26](=[O:37])[C@H:27]([C:33]([CH3:34])([CH3:35])[CH3:36])[NH:28][C:29]([O:31][CH3:32])=[O:30])[CH2:12][C:13]1[CH:18]=[CH:17][C:16]([C:19]2[CH:24]=[CH:23][CH:22]=[CH:21][N:20]=2)=[CH:15][CH:14]=1)[C:2]1[CH:3]=[CH:4][CH:5]=[CH:6][CH:7]=1. The yield is 1.00.